Dataset: Full USPTO retrosynthesis dataset with 1.9M reactions from patents (1976-2016). Task: Predict the reactants needed to synthesize the given product. (1) Given the product [CH3:15][N:16]1[C:25]2[C:20](=[CH:21][C:22]([CH2:26][NH:27][C:8](=[O:10])[C:7]3[CH:6]=[CH:5][C:4]([S:3][C:2]([F:1])([F:14])[F:13])=[CH:12][CH:11]=3)=[CH:23][CH:24]=2)[CH2:19][CH2:18][CH2:17]1, predict the reactants needed to synthesize it. The reactants are: [F:1][C:2]([F:14])([F:13])[S:3][C:4]1[CH:12]=[CH:11][C:7]([C:8]([OH:10])=O)=[CH:6][CH:5]=1.[CH3:15][N:16]1[C:25]2[C:20](=[CH:21][C:22]([CH2:26][NH2:27])=[CH:23][CH:24]=2)[CH2:19][CH2:18][CH2:17]1.N. (2) Given the product [CH2:1]([O:3][C:4]([C:6]1[C:7]([CH3:18])=[C:8]2[C:13]([NH:32][C:21]3[CH:22]=[CH:23][C:24]([O:26][C:27]4[S:28][CH:29]=[CH:30][N:31]=4)=[CH:25][C:20]=3[F:19])=[C:12]([C:15]#[N:16])[CH:11]=[N:10][N:9]2[CH:17]=1)=[O:5])[CH3:2], predict the reactants needed to synthesize it. The reactants are: [CH2:1]([O:3][C:4]([C:6]1[C:7]([CH3:18])=[C:8]2[C:13](Cl)=[C:12]([C:15]#[N:16])[CH:11]=[N:10][N:9]2[CH:17]=1)=[O:5])[CH3:2].[F:19][C:20]1[CH:25]=[C:24]([O:26][C:27]2[S:28][CH:29]=[CH:30][N:31]=2)[CH:23]=[CH:22][C:21]=1[NH2:32].C(OC(C1C(C)=C2C(NC3C=CC(SC4N(C)C=CN=4)=C(Cl)C=3)=C(C#N)C=NN2C=1)=O)C.